From a dataset of Forward reaction prediction with 1.9M reactions from USPTO patents (1976-2016). Predict the product of the given reaction. Given the reactants [C:1]([N:4]1[C:12]2[C:7](=[CH:8][CH:9]=[C:10]([NH2:13])[CH:11]=2)[CH2:6][CH2:5]1)(=[O:3])[CH3:2].[F:14][C:15]([F:32])([F:31])[C:16]1[CH:17]=[C:18]([N:22]2[CH2:27][CH2:26][CH:25]([C:28](O)=[O:29])[CH2:24][CH2:23]2)[CH:19]=[CH:20][CH:21]=1, predict the reaction product. The product is: [C:1]([N:4]1[C:12]2[C:7](=[CH:8][CH:9]=[C:10]([NH:13][C:28]([CH:25]3[CH2:24][CH2:23][N:22]([C:18]4[CH:19]=[CH:20][CH:21]=[C:16]([C:15]([F:32])([F:14])[F:31])[CH:17]=4)[CH2:27][CH2:26]3)=[O:29])[CH:11]=2)[CH2:6][CH2:5]1)(=[O:3])[CH3:2].